The task is: Predict the product of the given reaction.. This data is from Forward reaction prediction with 1.9M reactions from USPTO patents (1976-2016). (1) Given the reactants [CH3:1][C:2]1[CH:3]=[CH:4][C:5]2[O:10][CH:9]([C:11]3[CH:16]=[CH:15][CH:14]=[CH:13][CH:12]=3)[C:8](=[O:17])[N:7]([CH2:18][CH2:19][CH:20]=[O:21])[C:6]=2[CH:22]=1.CC(=CC)C.P([O-])(O)(O)=[O:29].[Na+].Cl([O-])=O.[Na+], predict the reaction product. The product is: [CH3:1][C:2]1[CH:3]=[CH:4][C:5]2[O:10][CH:9]([C:11]3[CH:16]=[CH:15][CH:14]=[CH:13][CH:12]=3)[C:8](=[O:17])[N:7]([CH2:18][CH2:19][C:20]([OH:29])=[O:21])[C:6]=2[CH:22]=1. (2) Given the reactants [Cl:1][C:2]1[C:3]([C:8]2([O:15][CH3:16])[CH2:13][CH2:12][C:11](=[O:14])[CH2:10][CH2:9]2)=[N:4][CH:5]=[CH:6][CH:7]=1.[F:17][C:18]([F:37])([F:36])[S:19](N(C1C=CC=CC=1)[S:19]([C:18]([F:37])([F:36])[F:17])(=[O:21])=[O:20])(=[O:21])=[O:20].C[Si]([N-][Si](C)(C)C)(C)C.[Li+], predict the reaction product. The product is: [F:17][C:18]([F:37])([F:36])[S:19]([O:14][C:11]1[CH2:10][CH2:9][C:8]([C:3]2[C:2]([Cl:1])=[CH:7][CH:6]=[CH:5][N:4]=2)([O:15][CH3:16])[CH2:13][CH:12]=1)(=[O:21])=[O:20]. (3) Given the reactants [CH3:1][O:2][C:3](=[O:14])[C:4]([C@H:7]1[CH2:12][CH2:11][C@H:10]([OH:13])[CH2:9][CH2:8]1)([CH3:6])[CH3:5].C(N(CC)CC)C.[C:22]1([CH3:32])[CH:27]=[CH:26][C:25]([S:28](Cl)(=[O:30])=[O:29])=[CH:24][CH:23]=1.C(=O)([O-])O.[Na+], predict the reaction product. The product is: [CH3:1][O:2][C:3](=[O:14])[C:4]([CH3:6])([C@H:7]1[CH2:8][CH2:9][C@H:10]([O:13][S:28]([C:25]2[CH:26]=[CH:27][C:22]([CH3:32])=[CH:23][CH:24]=2)(=[O:30])=[O:29])[CH2:11][CH2:12]1)[CH3:5]. (4) Given the reactants C([O-])(=O)C.[Na+].Cl.[CH3:7][O:8][NH2:9].[OH:10][CH2:11][C:12]#[C:13][C:14]1[N:19]=[C:18]([C:20](=O)[CH3:21])[CH:17]=[CH:16][CH:15]=1, predict the reaction product. The product is: [CH3:7][O:8]/[N:9]=[C:20](/[C:18]1[CH:17]=[CH:16][CH:15]=[C:14]([C:13]#[C:12][CH2:11][OH:10])[N:19]=1)\[CH3:21]. (5) Given the reactants [Br:1][C:2]1[N:6]=[C:5]([NH:7][CH2:8][CH:9]2[CH2:11][CH2:10]2)[N:4]([CH3:12])[N:3]=1.[CH3:13][C:14]([CH3:17])([O-])[CH3:15].[Na+].BrCC1CC1, predict the reaction product. The product is: [Br:1][C:2]1[N:6]=[C:5]([N:7]([CH2:13][CH:14]2[CH2:17][CH2:15]2)[CH2:8][CH:9]2[CH2:10][CH2:11]2)[N:4]([CH3:12])[N:3]=1. (6) Given the reactants [Br:1][CH2:2][C:3]([CH3:7])([CH3:6])[CH2:4][OH:5].C(N(CC)CC)C.[C:15](Cl)(=[O:20])[C:16]([CH3:19])([CH3:18])[CH3:17], predict the reaction product. The product is: [C:15]([O:5][CH2:4][C:3]([CH3:7])([CH3:6])[CH2:2][Br:1])(=[O:20])[C:16]([CH3:19])([CH3:18])[CH3:17]. (7) The product is: [CH3:48][O:47][C:44]1[CH:43]=[CH:42][C:41]([CH2:40][C:39]([NH:38][C:35]2[CH:34]=[CH:33][C:32]([C:31]([N:30]([CH2:51][C:52]([OH:54])=[O:53])[CH2:29][C:28]3[CH:27]=[CH:26][C:25]([O:14][C:13](=[O:15])[C:12]4[CH:11]=[CH:10][C:9]([CH2:1][CH2:2][CH2:3][CH2:4][CH2:5][CH2:6][CH2:7][CH3:8])=[CH:17][CH:16]=4)=[CH:60][CH:59]=3)=[O:50])=[CH:37][CH:36]=2)=[O:49])=[CH:46][CH:45]=1. Given the reactants [CH2:1]([C:9]1[CH:17]=[CH:16][C:12]([C:13]([OH:15])=[O:14])=[CH:11][CH:10]=1)[CH2:2][CH2:3][CH2:4][CH2:5][CH2:6][CH2:7][CH3:8].C(Cl)(=O)C(Cl)=O.O[C:25]1[CH:60]=[CH:59][C:28]([CH2:29][N:30]([CH2:51][C:52]([O:54]C(C)(C)C)=[O:53])[C:31](=[O:50])[C:32]2[CH:37]=[CH:36][C:35]([NH:38][C:39](=[O:49])[CH2:40][C:41]3[CH:46]=[CH:45][C:44]([O:47][CH3:48])=[CH:43][CH:42]=3)=[CH:34][CH:33]=2)=[CH:27][CH:26]=1.C(O)(C(F)(F)F)=O, predict the reaction product. (8) Given the reactants [CH3:1][C:2]1[CH:7]=[CH:6][C:5]([CH3:8])=[CH:4][C:3]=1[N:9]1[CH2:14][CH2:13][N:12]([C:15]([CH:17]2[N:21]([C:22]3[CH:27]=[CH:26][CH:25]=[CH:24][CH:23]=3)[C:20](=[O:28])[NH:19][CH2:18]2)=[O:16])[CH2:11][CH2:10]1.[H-].[Na+].[Cl:31][C:32]1[C:33]([F:42])=[C:34]([S:38](Cl)(=[O:40])=[O:39])[CH:35]=[CH:36][CH:37]=1, predict the reaction product. The product is: [Cl:31][C:32]1[C:33]([F:42])=[C:34]([S:38]([N:19]2[CH2:18][CH:17]([C:15]([N:12]3[CH2:13][CH2:14][N:9]([C:3]4[CH:4]=[C:5]([CH3:8])[CH:6]=[CH:7][C:2]=4[CH3:1])[CH2:10][CH2:11]3)=[O:16])[N:21]([C:22]3[CH:23]=[CH:24][CH:25]=[CH:26][CH:27]=3)[C:20]2=[O:28])(=[O:40])=[O:39])[CH:35]=[CH:36][CH:37]=1. (9) Given the reactants [Cl:1][C:2]1[CH:3]=[C:4]2[C:8](=[CH:9][CH:10]=1)[NH:7][CH:6]=[CH:5]2.[CH2:11](Br)[C:12]1[CH:17]=[CH:16][CH:15]=[CH:14][CH:13]=1.[OH-].[K+], predict the reaction product. The product is: [Cl:1][C:2]1[CH:3]=[C:4]2[C:8](=[CH:9][CH:10]=1)[N:7]([CH2:11][C:12]1[CH:17]=[CH:16][CH:15]=[CH:14][CH:13]=1)[CH:6]=[CH:5]2. (10) Given the reactants [CH2:1]1[C:9]2[C:4](=[CH:5][C:6]([CH:10]=[CH:11][C:12]([OH:14])=[O:13])=[CH:7][CH:8]=2)[CH2:3][CH2:2]1, predict the reaction product. The product is: [CH2:1]1[C:9]2[C:4](=[CH:5][C:6]([CH2:10][CH2:11][C:12]([OH:14])=[O:13])=[CH:7][CH:8]=2)[CH2:3][CH2:2]1.